The task is: Predict the reactants needed to synthesize the given product.. This data is from Full USPTO retrosynthesis dataset with 1.9M reactions from patents (1976-2016). (1) The reactants are: [BH4-].[Na+].[CH2:3]([O:10][C:11]1[CH:12]=[C:13]([C:17](=[O:38])[CH:18]([CH2:24][C:25]2[CH:30]=[CH:29][CH:28]=[C:27]([O:31][C:32]([F:37])([F:36])[CH:33]([F:35])[F:34])[CH:26]=2)[C:19]([O:21][CH2:22][CH3:23])=[O:20])[CH:14]=[CH:15][CH:16]=1)[C:4]1[CH:9]=[CH:8][CH:7]=[CH:6][CH:5]=1.Cl.O. Given the product [CH2:3]([O:10][C:11]1[CH:12]=[C:13]([CH:17]([OH:38])[CH:18]([CH2:24][C:25]2[CH:30]=[CH:29][CH:28]=[C:27]([O:31][C:32]([F:36])([F:37])[CH:33]([F:34])[F:35])[CH:26]=2)[C:19]([O:21][CH2:22][CH3:23])=[O:20])[CH:14]=[CH:15][CH:16]=1)[C:4]1[CH:5]=[CH:6][CH:7]=[CH:8][CH:9]=1, predict the reactants needed to synthesize it. (2) Given the product [CH:1]1([N:7]([CH2:22][CH2:23][NH:24][CH2:25][CH2:26][C:27]2[C:32]3[O:33][CH2:34][C:35](=[O:37])[NH:36][C:31]=3[C:30]([OH:38])=[CH:29][CH:28]=2)[C:8](=[O:21])[CH2:9][CH2:10][NH:11][CH2:55][CH2:54][C:49]2[CH:50]=[CH:51][C:52]([Cl:53])=[C:47]([Cl:46])[CH:48]=2)[CH2:4][CH2:5][CH2:6]1, predict the reactants needed to synthesize it. The reactants are: [CH:1]1([N:7]([CH2:22][CH2:23][NH:24][CH2:25][CH2:26][C:27]2[C:32]3[O:33][CH2:34][C:35](=[O:37])[NH:36][C:31]=3[C:30]([OH:38])=[CH:29][CH:28]=2)[C:8](=[O:21])[CH2:9][CH2:10][NH:11]CC2C=CC(Cl)=C(Cl)C=2)[CH2:6][CH2:5][CH2:4]CC1.C1(N)CCCCC1.[Cl:46][C:47]1[CH:48]=[C:49]([CH2:54][CH2:55]N)[CH:50]=[CH:51][C:52]=1[Cl:53].ClC1C=C(CN)C=CC=1Cl. (3) Given the product [CH3:46][O:45][C:43]([N:41]([C:35]1[CH:36]=[CH:37][CH:38]=[CH:39][CH:40]=1)[NH:42][C:25]([C:15]1[C:14]2[C:9](=[CH:10][CH:11]=[CH:12][CH:13]=2)[N:8]=[C:7]([C:1]2[CH:6]=[CH:5][CH:4]=[CH:3][CH:2]=2)[C:16]=1[O:17][CH2:18][C:19]1[CH:24]=[CH:23][CH:22]=[CH:21][CH:20]=1)=[O:26])=[O:44], predict the reactants needed to synthesize it. The reactants are: [C:1]1([C:7]2[C:16]([O:17][CH2:18][C:19]3[CH:24]=[CH:23][CH:22]=[CH:21][CH:20]=3)=[C:15]([C:25](O)=[O:26])[C:14]3[C:9](=[CH:10][CH:11]=[CH:12][CH:13]=3)[N:8]=2)[CH:6]=[CH:5][CH:4]=[CH:3][CH:2]=1.C(Cl)(=O)C(Cl)=O.Cl.[C:35]1([N:41]([C:43]([O:45][CH3:46])=[O:44])[NH2:42])[CH:40]=[CH:39][CH:38]=[CH:37][CH:36]=1. (4) Given the product [CH:10]([Si:9]([CH:16]([CH3:18])[CH3:17])([CH:13]([CH3:15])[CH3:14])[O:19][CH2:5][CH2:4][CH2:3][OH:7])([CH3:12])[CH3:11], predict the reactants needed to synthesize it. The reactants are: [H-].[Na+].[CH:3]([OH:7])(O)[CH2:4][CH3:5].Cl[Si:9]([CH:16]([CH3:18])[CH3:17])([CH:13]([CH3:15])[CH3:14])[CH:10]([CH3:12])[CH3:11].[O:19]1CCCC1. (5) Given the product [F:1][C:2]([F:7])([F:6])[C:3]([OH:5])=[O:4].[N:8]1([C:12]([C@@H:14]2[CH2:18][CH:17]([F:19])[CH2:16][NH:15]2)=[O:13])[CH2:11][CH2:10][CH2:9]1, predict the reactants needed to synthesize it. The reactants are: [F:1][C:2]([F:7])([F:6])[C:3]([OH:5])=[O:4].[N:8]1([C:12]([C@@H:14]2[CH2:18][CH:17]([F:19])[CH2:16][N:15]2C(OC(C)(C)C)=O)=[O:13])[CH2:11][CH2:10][CH2:9]1. (6) Given the product [NH3:12].[CH3:2][OH:3].[CH3:1][C:2]1([CH3:14])[O:7][CH:6]([CH2:8][S:9][CH3:10])[CH:5]([CH2:11][N:12]([CH2:25][C:24]2[C:17]3[N:16]=[CH:15][N:20]=[C:19]([NH2:21])[C:18]=3[NH:22][CH:23]=2)[CH3:13])[CH2:4][O:3]1, predict the reactants needed to synthesize it. The reactants are: [CH3:1][C:2]1([CH3:14])[O:7][CH:6]([CH2:8][S:9][CH3:10])[CH:5]([CH2:11][NH:12][CH3:13])[CH2:4][O:3]1.[CH:15]1[N:16]=[C:17]2[CH2:24][CH:23]=[N:22][C:18]2=[C:19]([NH2:21])[N:20]=1.[CH2:25]=O.N.CO.